From a dataset of Full USPTO retrosynthesis dataset with 1.9M reactions from patents (1976-2016). Predict the reactants needed to synthesize the given product. (1) Given the product [CH3:9][C:10]1[CH:18]=[CH:17][C:16]([N+:19]([O-:21])=[O:20])=[CH:15][C:11]=1[C:12]1[NH:8][C:1]2[CH:6]=[CH:5][CH:4]=[CH:3][C:2]=2[N:7]=1, predict the reactants needed to synthesize it. The reactants are: [C:1]1([NH2:8])[C:2]([NH2:7])=[CH:3][CH:4]=[CH:5][CH:6]=1.[CH3:9][C:10]1[CH:18]=[CH:17][C:16]([N+:19]([O-:21])=[O:20])=[CH:15][C:11]=1[C:12](O)=O.[OH-].[Na+]. (2) The reactants are: [N:1]1([CH2:6][C:7]2[CH:14]=[CH:13][C:10]([CH:11]=O)=[CH:9][CH:8]=2)[CH:5]=[CH:4][N:3]=[N:2]1.[NH2:15][C:16]1[N:17]=[N:18][C:19]([CH3:22])=[CH:20][CH:21]=1.C([O:25][C:26](=O)[C:27]([OH:40])=[CH:28][C:29]([C:31]1[CH:36]=[CH:35][C:34]([CH:37]([CH3:39])[CH3:38])=[CH:33][CH:32]=1)=[O:30])C. Given the product [OH:40][C:27]1[C:26](=[O:25])[N:15]([C:16]2[N:17]=[N:18][C:19]([CH3:22])=[CH:20][CH:21]=2)[CH:11]([C:10]2[CH:13]=[CH:14][C:7]([CH2:6][N:1]3[CH:5]=[CH:4][N:3]=[N:2]3)=[CH:8][CH:9]=2)[C:28]=1[C:29](=[O:30])[C:31]1[CH:36]=[CH:35][C:34]([CH:37]([CH3:39])[CH3:38])=[CH:33][CH:32]=1, predict the reactants needed to synthesize it. (3) The reactants are: [CH3:1][C:2]1([N:12]2[CH2:17][CH2:16][O:15][CH2:14][CH2:13]2)[CH2:11][CH2:10][C:5]2(OCC[O:6]2)[CH2:4][CH2:3]1.C(O)(=O)C.Cl.[OH-].[Na+]. Given the product [CH3:1][C:2]1([N:12]2[CH2:17][CH2:16][O:15][CH2:14][CH2:13]2)[CH2:11][CH2:10][C:5](=[O:6])[CH2:4][CH2:3]1, predict the reactants needed to synthesize it. (4) Given the product [Cl:8][C:9]1[CH:10]=[C:11]([C:19]2[S:23][C:22]([N:24]3[CH:32]=[C:27]4[CH2:28][N:29]([CH2:35][CH2:34][C:33]([OH:37])=[O:36])[CH2:30][CH2:31][C:26]4=[N:25]3)=[N:21][N:20]=2)[CH:12]=[CH:13][C:14]=1[O:15][CH:16]([CH3:18])[CH3:17], predict the reactants needed to synthesize it. The reactants are: FC(F)(F)C(O)=O.[Cl:8][C:9]1[CH:10]=[C:11]([C:19]2[S:23][C:22]([N:24]3[CH:32]=[C:27]4[CH2:28][NH:29][CH2:30][CH2:31][C:26]4=[N:25]3)=[N:21][N:20]=2)[CH:12]=[CH:13][C:14]=1[O:15][CH:16]([CH3:18])[CH3:17].[C:33]([O:37]C(C)(C)C)(=[O:36])[CH:34]=[CH2:35].C(N(CC)CC)C.FC(F)(F)C(O)=O. (5) Given the product [N:14]1[C:15]2[C:10](=[CH:9][N:8]=[CH:17][CH:16]=2)[CH:11]=[C:12]([NH2:18])[CH:13]=1, predict the reactants needed to synthesize it. The reactants are: C(OC([N:8]1[CH2:17][CH2:16][C:15]2[N:14]=[CH:13][C:12]([N+:18]([O-])=O)=[CH:11][C:10]=2[CH2:9]1)=O)(C)(C)C. (6) Given the product [CH2:1]([O:8][C:9]([NH:11][C@@H:12]1[CH2:17][CH2:16][N:15]([C:18]([O:20][C:21]([CH3:22])([CH3:24])[CH3:23])=[O:19])[CH2:14][C@H:13]1[O:25][S:34]([CH3:33])(=[O:36])=[O:35])=[O:10])[C:2]1[CH:3]=[CH:4][CH:5]=[CH:6][CH:7]=1, predict the reactants needed to synthesize it. The reactants are: [CH2:1]([O:8][C:9]([NH:11][C@@H:12]1[CH2:17][CH2:16][N:15]([C:18]([O:20][C:21]([CH3:24])([CH3:23])[CH3:22])=[O:19])[CH2:14][C@H:13]1[OH:25])=[O:10])[C:2]1[CH:7]=[CH:6][CH:5]=[CH:4][CH:3]=1.C(N(CC)CC)C.[CH3:33][S:34](Cl)(=[O:36])=[O:35]. (7) Given the product [CH3:31][O:32][C:33]1[CH:34]=[CH:42][C:41]([C:10]2[CH:9]=[N:36][O:13][C:12]=2[C:14]2[CH:19]=[C:18]([O:20][CH3:21])[C:17]([O:22][CH3:23])=[C:16]([O:24][CH3:25])[CH:15]=2)=[CH:40][CH:39]=1, predict the reactants needed to synthesize it. The reactants are: COC1C=CC([CH:9]2O[CH:10]2[C:12]([C:14]2[CH:19]=[C:18]([O:20][CH3:21])[C:17]([O:22][CH3:23])=[C:16]([O:24][CH3:25])[CH:15]=2)=[O:13])=CC=1.B(F)(F)F.C[CH2:31][O:32][CH2:33][CH3:34].Cl.[NH2:36]O.N1C=[CH:42][CH:41]=[CH:40][CH:39]=1. (8) The reactants are: [CH:1]1([CH2:7][CH2:8][O:9][C:10]2[CH:11]=[C:12]([CH:15]=[CH:16][CH:17]=2)[CH:13]=O)[CH2:6][CH2:5][CH2:4][CH2:3][CH2:2]1.Cl.[C:19]([O:23][C:24]([N:26]1[CH2:31][CH2:30][NH:29][CH2:28][CH2:27]1)=[O:25])([CH3:22])([CH3:21])[CH3:20].[BH-](OC(C)=O)(OC(C)=O)OC(C)=O.[Na+].[OH-].[Na+]. Given the product [CH:1]1([CH2:7][CH2:8][O:9][C:10]2[CH:11]=[C:12]([CH:15]=[CH:16][CH:17]=2)[CH2:13][N:29]2[CH2:28][CH2:27][N:26]([C:24]([O:23][C:19]([CH3:22])([CH3:21])[CH3:20])=[O:25])[CH2:31][CH2:30]2)[CH2:6][CH2:5][CH2:4][CH2:3][CH2:2]1, predict the reactants needed to synthesize it.